Dataset: Full USPTO retrosynthesis dataset with 1.9M reactions from patents (1976-2016). Task: Predict the reactants needed to synthesize the given product. Given the product [CH2:1]([CH:3]([CH2:22][CH2:23][CH2:24][CH3:25])[CH2:4][N:5]1[C:17]2[C:12](=[CH:13][C:14]([C:29](=[O:30])[C:28]3[C:27]([CH3:26])=[CH:35][C:34]([CH3:36])=[CH:33][C:32]=3[CH3:37])=[C:15]3[CH:21]=[CH:20][CH:19]=[CH:18][C:16]3=2)[C:11]2[C:6]1=[CH:7][CH:8]=[C:9]([C:42](=[O:50])[CH2:43][CH2:44][CH2:45][CH2:46][C:47]([C:9]1[CH:10]=[C:11]3[C:6](=[CH:7][CH:8]=1)[N:5]([CH2:4][CH:3]([CH2:1][CH3:2])[CH2:22][CH2:23][CH2:24][CH3:25])[C:17]1[C:12]3=[CH:13][C:14]([C:29](=[O:30])[C:28]3[C:32]([CH3:37])=[CH:33][C:34]([CH3:36])=[CH:35][C:27]=3[CH3:26])=[C:15]3[CH:21]=[CH:20][CH:19]=[CH:18][C:16]3=1)=[O:48])[CH:10]=2)[CH3:2], predict the reactants needed to synthesize it. The reactants are: [CH2:1]([CH:3]([CH2:22][CH2:23][CH2:24][CH3:25])[CH2:4][N:5]1[C:17]2[C:12](=[CH:13][CH:14]=[C:15]3[CH:21]=[CH:20][CH:19]=[CH:18][C:16]3=2)[C:11]2[C:6]1=[CH:7][CH:8]=[CH:9][CH:10]=2)[CH3:2].[CH3:26][C:27]1[CH:35]=[C:34]([CH3:36])[CH:33]=[C:32]([CH3:37])[C:28]=1[C:29](Cl)=[O:30].[Al+3].[Cl-].[Cl-].[Cl-].[C:42](Cl)(=[O:50])[CH2:43][CH2:44][CH2:45][CH2:46][C:47](Cl)=[O:48].